Dataset: Reaction yield outcomes from USPTO patents with 853,638 reactions. Task: Predict the reaction yield, written as a fraction of the theoretical maximum amount of product (1.0 means a 100% yield; for example, 0.34 means a 34% yield). (1) The reactants are [CH3:1][O:2][C:3]1[C:11]2[O:10][C:9]([CH:12]=O)=[CH:8][C:7]=2[CH:6]=[CH:5][CH:4]=1.[BH4-].[Na+].P(Br)(Br)[Br:17]. The catalyst is CCO. The product is [Br:17][CH2:12][C:9]1[O:10][C:11]2[C:3]([O:2][CH3:1])=[CH:4][CH:5]=[CH:6][C:7]=2[CH:8]=1. The yield is 0.240. (2) The reactants are [Cl:1][C:2]1[CH:3]=[CH:4][C:5]([O:8][CH:9]2[CH2:14][CH2:13][N:12]([S:15]([CH2:18][C:19]3([CH2:26][CH2:27][CH2:28][NH:29]C(=O)OC(C)(C)C)[C:23](=[O:24])[NH:22][C:21](=[O:25])[NH:20]3)(=[O:17])=[O:16])[CH2:11][CH2:10]2)=[N:6][CH:7]=1.[C:37]([OH:43])([C:39]([F:42])([F:41])[F:40])=[O:38]. The catalyst is C(Cl)Cl. The product is [F:40][C:39]([F:42])([F:41])[C:37]([OH:43])=[O:38].[NH2:29][CH2:28][CH2:27][CH2:26][C:19]1([CH2:18][S:15]([N:12]2[CH2:13][CH2:14][CH:9]([O:8][C:5]3[CH:4]=[CH:3][C:2]([Cl:1])=[CH:7][N:6]=3)[CH2:10][CH2:11]2)(=[O:16])=[O:17])[NH:20][C:21](=[O:25])[NH:22][C:23]1=[O:24]. The yield is 0.930. (3) The reactants are [NH2:1][C:2]1[CH:7]=[CH:6][C:5]([C:8]2[C:9]([NH2:20])=[N:10][C:11]([NH2:19])=[N:12][C:13]=2[CH:14]2[CH2:18][CH2:17][CH2:16][CH2:15]2)=[CH:4][CH:3]=1.[CH3:21][S:22]([C:25]1[CH:32]=[CH:31][C:28]([CH:29]=O)=[CH:27][CH:26]=1)(=[O:24])=[O:23].[BH3-]C#N.[Na+].C(O)(=O)C. The catalyst is CO. The product is [CH:14]1([C:13]2[N:12]=[C:11]([NH2:19])[N:10]=[C:9]([NH2:20])[C:8]=2[C:5]2[CH:4]=[CH:3][C:2]([NH:1][CH2:29][C:28]3[CH:27]=[CH:26][C:25]([S:22]([CH3:21])(=[O:24])=[O:23])=[CH:32][CH:31]=3)=[CH:7][CH:6]=2)[CH2:18][CH2:17][CH2:16][CH2:15]1. The yield is 0.400. (4) The catalyst is O1CCCC1. The reactants are [CH2:1]([O:3][C:4]1[CH:5]=[C:6]([CH:12]([N:17]2[C:21](=[O:22])[C:20]3=[CH:23][C:24]([CH3:27])=[CH:25][CH:26]=[C:19]3[C:18]2=[O:28])[CH2:13][C:14](O)=[O:15])[CH:7]=[CH:8][C:9]=1[O:10][CH3:11])[CH3:2].Cl.[NH2:30][OH:31]. The product is [CH2:1]([O:3][C:4]1[CH:5]=[C:6]([CH:12]([N:17]2[C:21](=[O:22])[C:20]3=[CH:23][C:24]([CH3:27])=[CH:25][CH:26]=[C:19]3[C:18]2=[O:28])[CH2:13][C:14]([NH:30][OH:31])=[O:15])[CH:7]=[CH:8][C:9]=1[O:10][CH3:11])[CH3:2]. The yield is 0.880. (5) The reactants are [F:1][C:2]([F:13])([F:12])[C:3]1[CH:8]=[CH:7][N:6]=[C:5]([C:9]([OH:11])=O)[CH:4]=1.[NH2:14][C@H:15]1[C@H:20]2[C@@H:16]1[O:17][C:18]1[CH:24]=[CH:23][C:22]([O:25][C:26]3[CH:35]=[CH:34][N:33]=[C:32]4[C:27]=3[CH2:28][CH2:29][C:30](=[O:36])[NH:31]4)=[CH:21][C:19]=12.CCN(C(C)C)C(C)C. The catalyst is O=S(Cl)Cl.C(Cl)Cl. The product is [O:36]=[C:30]1[NH:31][C:32]2[N:33]=[CH:34][CH:35]=[C:26]([O:25][C:22]3[CH:23]=[CH:24][C:18]4[O:17][C@@H:16]5[C@@H:15]([NH:14][C:9](=[O:11])[C:5]6[CH:4]=[C:3]([C:2]([F:1])([F:13])[F:12])[CH:8]=[CH:7][N:6]=6)[C@@H:20]5[C:19]=4[CH:21]=3)[C:27]=2[CH2:28][CH2:29]1. The yield is 0.300. (6) The reactants are N(C(C)C)C(C)C.[Li]CCCC.[Br:13][C:14]1[CH:19]=[CH:18][C:17]([NH2:20])=[C:16]([F:21])[CH:15]=1.Cl[C:23]1[C:24]([C:31]([OH:33])=[O:32])=[CH:25][N:26]([CH3:30])[C:27](=[O:29])[CH:28]=1. The catalyst is C1COCC1. The product is [Br:13][C:14]1[CH:19]=[CH:18][C:17]([NH:20][C:23]2[C:24]([C:31]([OH:33])=[O:32])=[CH:25][N:26]([CH3:30])[C:27](=[O:29])[CH:28]=2)=[C:16]([F:21])[CH:15]=1. The yield is 0.770. (7) The reactants are [Se:1]1[CH:5]=[CH:4][CH:3]=[C:2]1[C:6]1[Se:7][CH:8]=[CH:9][C:10]=1[C:11]1[Se:12][CH:13]=[CH:14][C:15]=1[C:16]1[Se:17][CH:18]=[CH:19][CH:20]=1.C1C(=O)N([Br:28])C(=O)C1. The catalyst is C(Cl)(Cl)Cl. The product is [Br:28][C:2]1([C:6]2[Se:7][CH:8]=[CH:9][C:10]=2[C:11]2[Se:12][CH:13]=[CH:14][C:15]=2[C:16]2[Se:17][CH:18]=[CH:19][CH:20]=2)[CH2:3][CH:4]=[CH:5][Se:1]1. The yield is 0.400.